From a dataset of CYP2C9 inhibition data for predicting drug metabolism from PubChem BioAssay. Regression/Classification. Given a drug SMILES string, predict its absorption, distribution, metabolism, or excretion properties. Task type varies by dataset: regression for continuous measurements (e.g., permeability, clearance, half-life) or binary classification for categorical outcomes (e.g., BBB penetration, CYP inhibition). Dataset: cyp2c9_veith. (1) The molecule is Cc1ccc(C)c(NC(=O)C2CC(O)CN2C(=O)OC(C)(C)C)c1. The result is 0 (non-inhibitor). (2) The drug is CO/N=C(\C)CCN1CCCc2nc(C)c(C)cc21. The result is 0 (non-inhibitor). (3) The compound is O=C(CCCN1C(=O)C2C3C=CC(C3)C2C1=O)N1CCN(c2ccccc2)CC1. The result is 1 (inhibitor). (4) The compound is O=c1cc(-c2ccc(O)c(O)c2)oc2cc(O)cc(O)c12. The result is 0 (non-inhibitor). (5) The molecule is Cc1ccc(C)c(CN2C(=O)C3CCCN3c3ccc(C#N)cc32)c1. The result is 1 (inhibitor).